Dataset: Reaction yield outcomes from USPTO patents with 853,638 reactions. Task: Predict the reaction yield, written as a fraction of the theoretical maximum amount of product (1.0 means a 100% yield; for example, 0.34 means a 34% yield). The reactants are [N:1]1([C:7]([O:9][C:10]([CH3:13])([CH3:12])[CH3:11])=[O:8])[CH2:6][CH2:5][NH:4][CH2:3][CH2:2]1.C(=O)([O-])[O-].[Cs+].[Cs+].C1(P(C2C=CC=CC=2)C2C=CC3C(=CC=CC=3)C=2C2C3C(=CC=CC=3)C=CC=2P(C2C=CC=CC=2)C2C=CC=CC=2)C=CC=CC=1.FC(F)(F)S(O[C:72]1[CH:81]=[CH:80][CH:79]=[C:78]2[C:73]=1[CH:74]=[CH:75][C:76]([CH3:82])=[N:77]2)(=O)=O. The catalyst is C1(C)C=CC=CC=1.C([O-])(=O)C.[Pd+2].C([O-])(=O)C. The product is [CH3:82][C:76]1[CH:75]=[CH:74][C:73]2[C:78](=[CH:79][CH:80]=[CH:81][C:72]=2[N:4]2[CH2:5][CH2:6][N:1]([C:7]([O:9][C:10]([CH3:13])([CH3:12])[CH3:11])=[O:8])[CH2:2][CH2:3]2)[N:77]=1. The yield is 0.840.